This data is from Catalyst prediction with 721,799 reactions and 888 catalyst types from USPTO. The task is: Predict which catalyst facilitates the given reaction. (1) Reactant: [Br:1][C:2]1[CH:20]=[C:19]([F:21])[C:5]([CH2:6][NH:7][C:8]2[CH:13]=[C:12]([O:14][CH3:15])[CH:11]=[CH:10][C:9]=2[N+:16]([O-])=O)=[C:4]([F:22])[CH:3]=1.C([O-])(O)=O.[Na+]. The catalyst class is: 14. Product: [Br:1][C:2]1[CH:20]=[C:19]([F:21])[C:5]([CH2:6][NH:7][C:8]2[C:9]([NH2:16])=[CH:10][CH:11]=[C:12]([O:14][CH3:15])[CH:13]=2)=[C:4]([F:22])[CH:3]=1. (2) Reactant: O=[C:2]1[CH2:7][CH2:6][CH2:5][S:4][CH:3]1[C:8]([O:10]C)=O.[Cl:12][C:13]1[CH:14]=[C:15]([CH:19]=[CH:20][CH:21]=1)[C:16]([NH2:18])=[NH:17]. Product: [Cl:12][C:13]1[CH:14]=[C:15]([C:16]2[N:17]=[C:8]([OH:10])[C:3]3[S:4][CH2:5][CH2:6][CH2:7][C:2]=3[N:18]=2)[CH:19]=[CH:20][CH:21]=1. The catalyst class is: 8. (3) Reactant: O([C:3](C)(C)C)[K].[Br:7][C:8]1[CH:13]=[CH:12][C:11]([NH2:14])=[C:10]([C:15]#[C:16][CH2:17][CH2:18][N:19]2[CH2:23][CH2:22][CH2:21][CH:20]2[CH3:24])[CH:9]=1. Product: [Br:7][C:8]1[CH:9]=[C:10]2[C:11](=[CH:12][CH:13]=1)[N:14]([CH3:3])[C:16]([CH2:17][CH2:18][N:19]1[CH2:23][CH2:22][CH2:21][CH:20]1[CH3:24])=[CH:15]2. The catalyst class is: 37. (4) Reactant: [Cl:1][C:2]1[CH:3]=[C:4]([CH2:27][CH2:28][OH:29])[CH:5]=[CH:6][C:7]=1[C:8]1[N:12]=[C:11]([C:13]2[N:14]=[C:15]3[C:20]([Cl:21])=[CH:19][C:18]([C:22]([F:25])([F:24])[F:23])=[CH:17][N:16]3[CH:26]=2)[O:10][N:9]=1.S([O-])([O-])(=O)=S.[Na+].[Na+].C(=O)(O)[O-].[Na+]. Product: [Cl:1][C:2]1[CH:3]=[C:4]([CH2:27][CH:28]=[O:29])[CH:5]=[CH:6][C:7]=1[C:8]1[N:12]=[C:11]([C:13]2[N:14]=[C:15]3[C:20]([Cl:21])=[CH:19][C:18]([C:22]([F:23])([F:25])[F:24])=[CH:17][N:16]3[CH:26]=2)[O:10][N:9]=1. The catalyst class is: 2. (5) Reactant: CN(C=O)C.[C:6]([O:10][C:11](=[O:35])[CH2:12][CH2:13][N:14]([C:28]([O:30][C:31]([CH3:34])([CH3:33])[CH3:32])=[O:29])[CH2:15][C:16]([N:18]1[C:26]2[C:21](=[CH:22][C:23]([OH:27])=[CH:24][CH:25]=2)[CH2:20][CH2:19]1)=[O:17])([CH3:9])([CH3:8])[CH3:7].Cl[CH2:37][C:38]1[CH:43]=[CH:42][C:41]([CH:44]2[CH2:46][CH2:45]2)=[C:40]([C:47]([F:50])([F:49])[F:48])[CH:39]=1.C(=O)([O-])[O-].[K+].[K+]. Product: [C:6]([O:10][C:11](=[O:35])[CH2:12][CH2:13][N:14]([C:28]([O:30][C:31]([CH3:34])([CH3:33])[CH3:32])=[O:29])[CH2:15][C:16]([N:18]1[C:26]2[C:21](=[CH:22][C:23]([O:27][CH2:37][C:38]3[CH:43]=[CH:42][C:41]([CH:44]4[CH2:45][CH2:46]4)=[C:40]([C:47]([F:48])([F:49])[F:50])[CH:39]=3)=[CH:24][CH:25]=2)[CH2:20][CH2:19]1)=[O:17])([CH3:9])([CH3:8])[CH3:7]. The catalyst class is: 6.